From a dataset of Reaction yield outcomes from USPTO patents with 853,638 reactions. Predict the reaction yield, written as a fraction of the theoretical maximum amount of product (1.0 means a 100% yield; for example, 0.34 means a 34% yield). (1) The reactants are [Br:1][C:2]1[C:3]([N:14]2[CH2:19][CH2:18][CH2:17][C@@H:16]([NH:20][C:21]([O:23][C:24]([CH3:27])([CH3:26])[CH3:25])=[O:22])[CH2:15]2)=[C:4]2[C:10]([N+:11]([O-])=O)=[CH:9][NH:8][C:5]2=[N:6][CH:7]=1.CN1CCOCC1.[H][H].[CH:37]1([C:40](Cl)=[O:41])[CH2:39][CH2:38]1. The catalyst is CC1OCCC1. The product is [Br:1][C:2]1[C:3]([N:14]2[CH2:19][CH2:18][CH2:17][C@@H:16]([NH:20][C:21]([O:23][C:24]([CH3:27])([CH3:26])[CH3:25])=[O:22])[CH2:15]2)=[C:4]2[C:10]([NH:11][C:40]([CH:37]3[CH2:39][CH2:38]3)=[O:41])=[CH:9][NH:8][C:5]2=[N:6][CH:7]=1. The yield is 0.690. (2) The reactants are [CH3:1][C:2](=[O:7])[CH2:3][CH2:4][CH:5]=O.C(O[CH:11](OCC)[N:12]([CH3:14])[CH3:13])C.C[OH:19]. The catalyst is C(Cl)Cl. The product is [CH3:11][N:12]([CH:14]=[C:3]([C:2](=[O:7])[CH3:1])[C:4](=[O:19])[CH3:5])[CH3:13]. The yield is 0.640.